Dataset: Forward reaction prediction with 1.9M reactions from USPTO patents (1976-2016). Task: Predict the product of the given reaction. (1) Given the reactants [CH:1]1([CH2:4][O:5][C:6]2[N:11]=[C:10]([C:12]([OH:14])=O)[CH:9]=[CH:8][C:7]=2[N:15]2[CH2:19][CH2:18][C:17]([F:21])([F:20])[CH2:16]2)[CH2:3][CH2:2]1.[NH2:22][C:23]([CH3:29])([CH3:28])[C:24]([NH:26][CH3:27])=[O:25], predict the reaction product. The product is: [CH3:28][C:23]([NH:22][C:12]([C:10]1[CH:9]=[CH:8][C:7]([N:15]2[CH2:19][CH2:18][C:17]([F:21])([F:20])[CH2:16]2)=[C:6]([O:5][CH2:4][CH:1]2[CH2:2][CH2:3]2)[N:11]=1)=[O:14])([C:24](=[O:25])[NH:26][CH3:27])[CH3:29]. (2) Given the reactants [CH3:1][CH:2]1[CH2:11][CH:10]([OH:12])[C:9]2[C:4](=[CH:5][CH:6]=[CH:7][CH:8]=2)[NH:3]1.[C:13](OC(=O)C)(=[O:15])[CH3:14], predict the reaction product. The product is: [OH:12][CH:10]1[C:9]2[C:4](=[CH:5][CH:6]=[CH:7][CH:8]=2)[N:3]([C:13](=[O:15])[CH3:14])[CH:2]([CH3:1])[CH2:11]1.